The task is: Predict the reaction yield, written as a fraction of the theoretical maximum amount of product (1.0 means a 100% yield; for example, 0.34 means a 34% yield).. This data is from Reaction yield outcomes from USPTO patents with 853,638 reactions. (1) The reactants are [Cl:1][C:2]1[CH:7]=[C:6]([O:8][CH3:9])[CH:5]=[CH:4][C:3]=1[C:10]1[CH:15]=[CH:14][N:13]=[C:12](OS(C(F)(F)F)(=O)=O)[C:11]=1[N+:24]([O-:26])=[O:25].Cl.[CH:28]1([CH:31]([NH2:34])[CH2:32][CH3:33])[CH2:30][CH2:29]1. No catalyst specified. The product is [Cl:1][C:2]1[CH:7]=[C:6]([O:8][CH3:9])[CH:5]=[CH:4][C:3]=1[C:10]1[CH:15]=[CH:14][N:13]=[C:12]([NH:34][CH:31]([CH:28]2[CH2:30][CH2:29]2)[CH2:32][CH3:33])[C:11]=1[N+:24]([O-:26])=[O:25]. The yield is 0.720. (2) The reactants are C[O:2][C:3](=[O:30])[CH2:4][CH2:5][C:6]([CH3:29])=[CH:7][CH2:8][C:9]1[C:10]([O:22][CH2:23][CH2:24][Si:25]([CH3:28])([CH3:27])[CH3:26])=[C:11]2[C:15](=[C:16]([CH3:20])[C:17]=1[O:18][CH3:19])[CH2:14][O:13][C:12]2=[O:21].[OH-].[Na+].Cl. The catalyst is CO.O. The product is [CH3:19][O:18][C:17]1[C:16]([CH3:20])=[C:15]2[C:11]([C:12](=[O:21])[O:13][CH2:14]2)=[C:10]([O:22][CH2:23][CH2:24][Si:25]([CH3:27])([CH3:26])[CH3:28])[C:9]=1[CH2:8][CH:7]=[C:6]([CH3:29])[CH2:5][CH2:4][C:3]([OH:30])=[O:2]. The yield is 0.830. (3) The reactants are [Cl:1][C:2]1[CH:7]=[CH:6][CH:5]=[CH:4][C:3]=1[C:8]1[N:9]([CH2:18][C:19]2[N:24]=[C:23]([NH:25]C(=O)C(C)(C)C)[CH:22]=[CH:21][CH:20]=2)[C:10]2[C:15]([CH:16]=1)=[CH:14][CH:13]=[C:12]([OH:17])[CH:11]=2.Cl. The catalyst is C(O)C. The product is [ClH:1].[NH2:25][C:23]1[N:24]=[C:19]([CH2:18][N:9]2[C:10]3[C:15](=[CH:14][CH:13]=[C:12]([OH:17])[CH:11]=3)[CH:16]=[C:8]2[C:3]2[CH:4]=[CH:5][CH:6]=[CH:7][C:2]=2[Cl:1])[CH:20]=[CH:21][CH:22]=1. The yield is 1.00. (4) The reactants are [C:1]1(=[O:11])[O:6][C:4](=O)[C:3]2=[CH:7][CH:8]=[CH:9][CH:10]=[C:2]12.[NH2:12][C@H:13]([CH2:18][OH:19])[CH2:14][CH:15]([CH3:17])[CH3:16].C(N(CC)CC)C. The catalyst is C1(C)C=CC=CC=1. The product is [OH:19][CH2:18][C@@H:13]([N:12]1[C:1](=[O:11])[C:2]2[C:3](=[CH:7][CH:8]=[CH:9][CH:10]=2)[C:4]1=[O:6])[CH2:14][CH:15]([CH3:17])[CH3:16]. The yield is 0.980. (5) The reactants are [N:1]([CH:4]([C:8]1[N:9]([CH2:19][C:20]2[CH:25]=[CH:24][CH:23]=[CH:22][CH:21]=2)[C:10](=[O:18])[C:11]2[C:16]([CH3:17])=[N:15][O:14][C:12]=2[N:13]=1)[CH:5]([CH3:7])[CH3:6])=[N+]=[N-].C1(P(C2C=CC=CC=2)C2C=CC=CC=2)C=CC=CC=1.O. The catalyst is C1COCC1. The product is [NH2:1][CH:4]([C:8]1[N:9]([CH2:19][C:20]2[CH:21]=[CH:22][CH:23]=[CH:24][CH:25]=2)[C:10](=[O:18])[C:11]2[C:16]([CH3:17])=[N:15][O:14][C:12]=2[N:13]=1)[CH:5]([CH3:7])[CH3:6]. The yield is 0.680. (6) The yield is 0.520. The catalyst is CO. The product is [Cl:3][C:4]1[CH:9]=[CH:8][CH:7]=[CH:6][C:5]=1[CH2:10][C:11]1[N:24]([C:18]2[CH:19]=[C:20]([CH3:23])[CH:21]=[CH:22][C:17]=2[O:16][CH3:15])[C:25](=[S:26])[NH:14][N:13]=1. The reactants are [OH-].[Na+].[Cl:3][C:4]1[CH:9]=[CH:8][CH:7]=[CH:6][C:5]=1[CH2:10][C:11]([NH:13][NH2:14])=O.[CH3:15][O:16][C:17]1[CH:22]=[CH:21][C:20]([CH3:23])=[CH:19][C:18]=1[N:24]=[C:25]=[S:26].